This data is from Full USPTO retrosynthesis dataset with 1.9M reactions from patents (1976-2016). The task is: Predict the reactants needed to synthesize the given product. (1) Given the product [CH2:1]([C:3]([C:19]1[CH:20]=[CH:21][C:22](/[CH:25]=[CH:26]/[C:27]([OH:29])=[O:28])=[CH:23][CH:24]=1)=[C:4]([C:5]1[CH:10]=[CH:9][C:8]([OH:11])=[CH:7][CH:6]=1)[C:12]1[CH:13]=[CH:14][C:15]([OH:18])=[CH:16][CH:17]=1)[CH3:2], predict the reactants needed to synthesize it. The reactants are: [CH2:1]([C:3]([C:19]1[CH:24]=[CH:23][C:22](/[CH:25]=[CH:26]/[C:27]([O:29]C(C)(C)C)=[O:28])=[CH:21][CH:20]=1)=[C:4]([C:12]1[CH:17]=[CH:16][C:15]([OH:18])=[CH:14][CH:13]=1)[C:5]1[CH:10]=[CH:9][C:8]([OH:11])=[CH:7][CH:6]=1)[CH3:2].C(C(O)=O)(F)(F)F. (2) Given the product [Br:20][C:16]1[CH:15]=[CH:14][C:4]([N:5]([CH2:10][CH:11]([CH3:12])[CH3:13])[CH2:6][CH:7]([CH3:8])[CH3:9])=[C:3]([N+:17]([O-:19])=[O:18])[C:2]=1[F:1], predict the reactants needed to synthesize it. The reactants are: [F:1][C:2]1[C:3]([N+:17]([O-:19])=[O:18])=[C:4]([CH:14]=[CH:15][CH:16]=1)[N:5]([CH2:10][CH:11]([CH3:13])[CH3:12])[CH2:6][CH:7]([CH3:9])[CH3:8].[Br:20]N1C(=O)CCC1=O. (3) Given the product [F:36][C:35]([F:38])([F:37])[C:32]1[O:31][C:30]([CH2:29][N:1]2[C:9]3[C:4](=[CH:5][CH:6]=[CH:7][CH:8]=3)[C@@:3]3([C:13]4=[CH:14][C:15]5[O:19][CH2:18][O:17][C:16]=5[CH:20]=[C:12]4[O:11][CH2:10]3)[C:2]2=[O:21])=[CH:34][CH:33]=1, predict the reactants needed to synthesize it. The reactants are: [NH:1]1[C:9]2[C:4](=[CH:5][CH:6]=[CH:7][CH:8]=2)[C@@:3]2([C:13]3=[CH:14][C:15]4[O:19][CH2:18][O:17][C:16]=4[CH:20]=[C:12]3[O:11][CH2:10]2)[C:2]1=[O:21].C(=O)([O-])[O-].[Cs+].[Cs+].Br[CH2:29][C:30]1[O:31][C:32]([C:35]([F:38])([F:37])[F:36])=[CH:33][CH:34]=1. (4) Given the product [NH2:19][C:17]1[C:16]([F:20])=[CH:15][C:14]([F:21])=[C:13]([C:7]2[C:8]([CH3:12])=[N:9][C:10]3[C:5]([CH:6]=2)=[CH:4][N:3]=[C:2]([NH:23][CH3:22])[CH:11]=3)[CH:18]=1, predict the reactants needed to synthesize it. The reactants are: Cl[C:2]1[CH:11]=[C:10]2[C:5]([CH:6]=[C:7]([C:13]3[C:14]([F:21])=[CH:15][C:16]([F:20])=[C:17]([NH2:19])[CH:18]=3)[C:8]([CH3:12])=[N:9]2)=[CH:4][N:3]=1.[CH3:22][NH2:23]. (5) Given the product [CH:25]1[CH:26]=[CH:27][C:22](/[C:18](/[CH2:19][CH2:20][Cl:21])=[C:17](\[C:14]2[CH:15]=[CH:16][C:11]([O:10][CH2:9][CH2:8][OH:7])=[CH:12][CH:13]=2)/[C:28]2[CH:29]=[CH:30][CH:31]=[CH:32][CH:33]=2)=[CH:23][CH:24]=1, predict the reactants needed to synthesize it. The reactants are: C([O:7][CH2:8][CH2:9][O:10][C:11]1[CH:16]=[CH:15][C:14](/[C:17](/[C:28]2[CH:33]=[CH:32][CH:31]=[CH:30][CH:29]=2)=[C:18](\[C:22]2[CH:27]=[CH:26][CH:25]=[CH:24][CH:23]=2)/[CH2:19][CH2:20][Cl:21])=[CH:13][CH:12]=1)(=O)C(C)(C)C.CO.O.[OH-].[Na+]. (6) The reactants are: [CH3:1][O:2][C:3]1[C:20]([O:21][CH3:22])=[CH:19][C:6]2[S:7][C:8]([C:11]([N:13]3[CH2:18][CH2:17][O:16][CH2:15][CH2:14]3)=[O:12])=[C:9]([CH3:10])[C:5]=2[CH:4]=1.[Br:23]N1C(=O)CCC1=O.N(C(C)(C)C#N)=NC(C)(C)C#N. Given the product [Br:23][CH2:10][C:9]1[C:5]2[CH:4]=[C:3]([O:2][CH3:1])[C:20]([O:21][CH3:22])=[CH:19][C:6]=2[S:7][C:8]=1[C:11]([N:13]1[CH2:14][CH2:15][O:16][CH2:17][CH2:18]1)=[O:12], predict the reactants needed to synthesize it. (7) Given the product [O:14]1[CH2:15][CH2:16][N:11]([C:4]2[C:5]3[S:10][CH:9]=[CH:8][C:6]=3[N:7]=[C:2]([C:25]3[CH:26]=[C:27]([NH:31][C:32](=[O:38])[O:33][C:34]([CH3:36])([CH3:35])[CH3:37])[CH:28]=[CH:29][CH:30]=3)[N:3]=2)[CH2:12][CH2:13]1, predict the reactants needed to synthesize it. The reactants are: Cl[C:2]1[N:3]=[C:4]([N:11]2[CH2:16][CH2:15][O:14][CH2:13][CH2:12]2)[C:5]2[S:10][CH:9]=[CH:8][C:6]=2[N:7]=1.CC1(C)C(C)(C)OB([C:25]2[CH:26]=[C:27]([NH:31][C:32](=[O:38])[O:33][C:34]([CH3:37])([CH3:36])[CH3:35])[CH:28]=[CH:29][CH:30]=2)O1.